From a dataset of Cav3 T-type calcium channel HTS with 100,875 compounds. Binary Classification. Given a drug SMILES string, predict its activity (active/inactive) in a high-throughput screening assay against a specified biological target. (1) The compound is N1(CCCCC1)c1nc(N2CCCCC2)nc(n1)N\N=C\C=C(\c1ccccc1)C. The result is 0 (inactive). (2) The molecule is o1c(cc(NCCCC)c(c1=O)C(=O)C)C. The result is 0 (inactive). (3) The drug is O=C1N(c2ccc(C(C)(C)C)cc2)c2nc(N)c(c(N)c2C1)C#N. The result is 0 (inactive).